Predict the reaction yield, written as a fraction of the theoretical maximum amount of product (1.0 means a 100% yield; for example, 0.34 means a 34% yield). From a dataset of Reaction yield outcomes from USPTO patents with 853,638 reactions. (1) The reactants are [C:1]1([C:7]2[CH2:8][CH2:9][C@@H:10]([C:12]([O:14]CC3C=CC=CC=3)=[O:13])[N:11]=2)[CH:6]=[CH:5][CH:4]=[CH:3][CH:2]=1.[C:22](O[C:22]([O:24][C:25]([CH3:28])([CH3:27])[CH3:26])=[O:23])([O:24][C:25]([CH3:28])([CH3:27])[CH3:26])=[O:23].[OH-].[Na+]. The catalyst is CO.[Pd]. The product is [C:22]([N:11]1[C@@H:7]([C:1]2[CH:2]=[CH:3][CH:4]=[CH:5][CH:6]=2)[CH2:8][CH2:9][C@H:10]1[C:12]([OH:14])=[O:13])([O:24][C:25]([CH3:28])([CH3:27])[CH3:26])=[O:23]. The yield is 0.490. (2) The reactants are [NH2:1][C:2]1[S:3][C:4]([CH:11]2[CH2:13][CH2:12]2)=[CH:5][C:6]=1[C:7]([O:9]C)=O.Cl[C:15](Cl)([O:17]C(=O)OC(Cl)(Cl)Cl)Cl.C(N(CC)CC)C.[N:33]1([CH2:39][CH2:40][NH2:41])[CH2:38][CH2:37][O:36][CH2:35][CH2:34]1. The catalyst is C(Cl)Cl. The product is [CH:11]1([C:4]2[S:3][C:2]3[NH:1][C:15](=[O:17])[N:41]([CH2:40][CH2:39][N:33]4[CH2:38][CH2:37][O:36][CH2:35][CH2:34]4)[C:7](=[O:9])[C:6]=3[CH:5]=2)[CH2:13][CH2:12]1. The yield is 0.840. (3) The product is [C:31]([C:28]1([C:24]2[CH:23]=[C:22]([CH:27]=[CH:26][CH:25]=2)[C:21]([NH:20][C:14]2[CH:15]=[CH:16][C:17]([O:18][CH3:19])=[C:12]([O:11][C:6]3[N:5]=[C:4]4[S:3][C:2]([NH:1][C:44](=[O:45])[CH2:43][N:40]5[CH2:41][CH2:42][N:37]([CH3:36])[CH2:38][CH2:39]5)=[N:10][C:9]4=[CH:8][CH:7]=3)[CH:13]=2)=[O:33])[CH2:30][CH2:29]1)#[N:32]. The reactants are [NH2:1][C:2]1[S:3][C:4]2[C:9]([N:10]=1)=[CH:8][CH:7]=[C:6]([O:11][C:12]1[CH:13]=[C:14]([NH:20][C:21](=[O:33])[C:22]3[CH:27]=[CH:26][CH:25]=[C:24]([C:28]4([C:31]#[N:32])[CH2:30][CH2:29]4)[CH:23]=3)[CH:15]=[CH:16][C:17]=1[O:18][CH3:19])[N:5]=2.Cl.Cl.[CH3:36][N:37]1[CH2:42][CH2:41][N:40]([CH2:43][C:44](O)=[O:45])[CH2:39][CH2:38]1.Cl.C(N=C=NCCCN(C)C)C.CO. The catalyst is N1C=CC=CC=1.CN(C)C1C=CN=CC=1. The yield is 0.700. (4) The reactants are Cl.[CH3:2][C@H:3]1[CH2:7][CH2:6][CH2:5][NH:4]1.C(=O)([O-])[O-].[K+].[K+].Br[CH2:15][CH2:16][CH2:17][C:18]([O:20][CH2:21][CH3:22])=[O:19]. The catalyst is CC(=O)CC. The product is [CH2:21]([O:20][C:18](=[O:19])[CH2:17][CH2:16][CH2:15][N:4]1[CH2:5][CH2:6][CH2:7][C@@H:3]1[CH3:2])[CH3:22]. The yield is 0.990. (5) The reactants are [C:1]([O:5][C:6](=[O:27])[N:7]([C:19]1[CH:24]=[CH:23][C:22]([CH:25]=[O:26])=[CH:21][N:20]=1)[CH2:8][C:9]1[CH:14]=[CH:13][C:12]([C:15]([F:18])([F:17])[F:16])=[CH:11][CH:10]=1)([CH3:4])([CH3:3])[CH3:2].[CH:28]([Si:31]([CH:45]([CH3:47])[CH3:46])([CH:42]([CH3:44])[CH3:43])[O:32][C:33]1[CH:34]=[C:35]2[CH:41]=[CH:40][NH:39][C:36]2=[N:37][CH:38]=1)([CH3:30])[CH3:29].[OH-].[K+].O. The catalyst is CO. The product is [C:1]([O:5][C:6](=[O:27])[N:7]([C:19]1[CH:24]=[CH:23][C:22]([CH:25]([OH:26])[C:41]2[C:35]3[C:36](=[N:37][CH:38]=[C:33]([O:32][Si:31]([CH:42]([CH3:44])[CH3:43])([CH:45]([CH3:47])[CH3:46])[CH:28]([CH3:29])[CH3:30])[CH:34]=3)[NH:39][CH:40]=2)=[CH:21][N:20]=1)[CH2:8][C:9]1[CH:10]=[CH:11][C:12]([C:15]([F:16])([F:17])[F:18])=[CH:13][CH:14]=1)([CH3:4])([CH3:2])[CH3:3]. The yield is 0.700. (6) The reactants are C(O)(C(F)(F)F)=O.C(OC([N:15]1[CH2:20][CH2:19][CH:18]([C:21]2[C:29]3[C:24](=[CH:25][CH:26]=[C:27]([C:30]([O:32][CH3:33])=[O:31])[CH:28]=3)[NH:23][CH:22]=2)[CH2:17][CH2:16]1)=O)(C)(C)C. The catalyst is C(Cl)Cl. The product is [NH:15]1[CH2:16][CH2:17][CH:18]([C:21]2[C:29]3[C:24](=[CH:25][CH:26]=[C:27]([C:30]([O:32][CH3:33])=[O:31])[CH:28]=3)[NH:23][CH:22]=2)[CH2:19][CH2:20]1. The yield is 0.810. (7) The reactants are [CH2:1]([O:3][C:4]([NH:6][CH2:7][CH2:8][C:9]([O:11][CH2:12][CH3:13])=[O:10])=[O:5])[CH3:2].[CH2:14](N(CC)CC)C.Cl[C:22]([O:24][CH2:25][CH3:26])=[O:23]. The catalyst is C(Cl)Cl. The product is [CH2:1]([O:3][C:4]([N:6]([CH2:14][C:22]([O:24][CH2:25][CH3:26])=[O:23])[CH2:7][CH2:8][C:9]([O:11][CH2:12][CH3:13])=[O:10])=[O:5])[CH3:2]. The yield is 0.650.